This data is from Full USPTO retrosynthesis dataset with 1.9M reactions from patents (1976-2016). The task is: Predict the reactants needed to synthesize the given product. (1) Given the product [C:15]([O:18][C:19]([NH:1][C:2]12[CH2:9][C:6]([C:10]([O:12][CH3:13])=[O:11])([CH2:7][CH2:8]1)[CH2:5][CH2:4][CH2:3]2)=[O:20])([CH3:17])([CH3:16])[CH3:14], predict the reactants needed to synthesize it. The reactants are: [NH2:1][C:2]12[CH2:9][C:6]([C:10]([O:12][CH3:13])=[O:11])([CH2:7][CH2:8]1)[CH2:5][CH2:4][CH2:3]2.[CH3:14][C:15]([O:18][C:19](O[C:19]([O:18][C:15]([CH3:17])([CH3:16])[CH3:14])=[O:20])=[O:20])([CH3:17])[CH3:16]. (2) Given the product [Cl:1][C:2]1[CH:7]=[CH:6][CH:5]=[CH:4][C:3]=1[C:8]1[CH:19]=[C:18]2[C:14]([C:15]([CH2:21][OH:30])=[CH:16][N:17]2[CH3:20])=[C:13]2[C:9]=1[C:10](=[O:28])[NH:11][C:12]2=[O:27], predict the reactants needed to synthesize it. The reactants are: [Cl:1][C:2]1[CH:7]=[CH:6][CH:5]=[CH:4][C:3]=1[C:8]1[CH:19]=[C:18]2[C:14]([C:15]([CH2:21]N3CCCC3)=[CH:16][N:17]2[CH3:20])=[C:13]2[C:9]=1[C:10](=[O:28])[NH:11][C:12]2=[O:27].C([O-])([O-])=[O:30].[K+].[K+].C([O-])(=O)C. (3) Given the product [Cl:1][C:2]1[CH:7]=[C:6]2[N:8]([CH3:9])[CH:10]([CH3:11])[CH2:12][CH2:13][N:5]2[C:4](=[O:15])[N:3]=1, predict the reactants needed to synthesize it. The reactants are: [Cl:1][C:2]1[CH:7]=[C:6]([N:8]([CH:10]([CH2:12][CH2:13]O)[CH3:11])[CH3:9])[N:5]=[C:4]([OH:15])[N:3]=1.C(N(CC)CC)C.CS(Cl)(=O)=O. (4) The reactants are: [C:1]([O:5][C:6]([N:8]1[CH2:13][CH2:12][CH:11]([N:14]([C:18](=[O:27])[C:19]2[CH:24]=[CH:23][C:22](Br)=[C:21]([CH3:26])[CH:20]=2)[CH:15]2[CH2:17][CH2:16]2)[CH2:10][CH2:9]1)=[O:7])([CH3:4])([CH3:3])[CH3:2].CC1(C)C(C)(C)OB([C:36]2[O:40][C:39]([Si](C(C)C)(C(C)C)C(C)C)=[N:38][CH:37]=2)O1. Given the product [C:1]([O:5][C:6]([N:8]1[CH2:13][CH2:12][CH:11]([N:14]([CH:15]2[CH2:17][CH2:16]2)[C:18](=[O:27])[C:19]2[CH:24]=[CH:23][C:22]([C:36]3[O:40][CH:39]=[N:38][CH:37]=3)=[C:21]([CH3:26])[CH:20]=2)[CH2:10][CH2:9]1)=[O:7])([CH3:4])([CH3:3])[CH3:2], predict the reactants needed to synthesize it. (5) Given the product [Cl:1][C:2]1[CH:7]=[C:6]([Cl:8])[CH:5]=[CH:4][C:3]=1[C:9]1[N:10]=[C:11](/[C:16](/[F:31])=[CH:17]/[C:18]2[CH:23]=[CH:22][C:21]([C:24]3[CH:25]=[CH:26][C:27]([O:30][CH2:33][CH2:34][CH2:35][C:36]([OH:38])=[O:37])=[CH:28][CH:29]=3)=[CH:20][CH:19]=2)[N:12]([CH2:14][CH3:15])[CH:13]=1, predict the reactants needed to synthesize it. The reactants are: [Cl:1][C:2]1[CH:7]=[C:6]([Cl:8])[CH:5]=[CH:4][C:3]=1[C:9]1[N:10]=[C:11](/[C:16](/[F:31])=[CH:17]/[C:18]2[CH:23]=[CH:22][C:21]([C:24]3[CH:29]=[CH:28][C:27]([OH:30])=[CH:26][CH:25]=3)=[CH:20][CH:19]=2)[N:12]([CH2:14][CH3:15])[CH:13]=1.Br[CH2:33][CH2:34][CH2:35][C:36]([O:38]C)=[O:37]. (6) Given the product [Cl:1][C:2]1[CH:3]=[N:4][C:5]2[C:10]([CH:11]=1)=[CH:9][C:8]([CH2:12][OH:13])=[CH:7][C:6]=2[I:16], predict the reactants needed to synthesize it. The reactants are: [Cl:1][C:2]1[CH:3]=[N:4][C:5]2[C:10]([CH:11]=1)=[CH:9][C:8]([C:12](OC)=[O:13])=[CH:7][C:6]=2[I:16].[H-].C(O[Al](OC(C)(C)C)OC(C)(C)C)(C)(C)C.[Li+].CCOC(C)=O.O. (7) Given the product [Br:1][C:2]1[CH:3]=[C:4]([CH2:5][OH:6])[CH:10]=[CH:11][C:12]=1[CH3:13], predict the reactants needed to synthesize it. The reactants are: [Br:1][C:2]1[CH:3]=[C:4]([CH:10]=[CH:11][C:12]=1[CH3:13])[C:5](OCC)=[O:6].[H-].[Al+3].[Li+].[H-].[H-].[H-].CCOCC.Cl.